Dataset: Retrosynthesis with 50K atom-mapped reactions and 10 reaction types from USPTO. Task: Predict the reactants needed to synthesize the given product. Given the product COc1ccc(C#Cc2ccccc2)cc1C1CCN([C@@H]2C[C@@H]3CC[C@H]2C3)CC1, predict the reactants needed to synthesize it. The reactants are: C#Cc1ccccc1.COc1ccc(Br)cc1C1CCN([C@@H]2C[C@@H]3CC[C@H]2C3)CC1.